This data is from Reaction yield outcomes from USPTO patents with 853,638 reactions. The task is: Predict the reaction yield, written as a fraction of the theoretical maximum amount of product (1.0 means a 100% yield; for example, 0.34 means a 34% yield). The reactants are CC1(C)COB([C:8]2[CH:29]=[CH:28][C:11]3[C:12]4[N:16]([CH2:17][CH2:18][O:19][C:10]=3[CH:9]=2)[CH:15]=[C:14]([C:20]2[N:21]([CH:25]([CH3:27])[CH3:26])[N:22]=[CH:23][N:24]=2)[N:13]=4)OC1.C(Cl)Cl.C(=O)([O-])[O-].[Cs+].[Cs+].[C:40]([O:44][C:45]([N:47]1[CH:52]2[CH2:53][CH2:54][CH:48]1[CH:49]=[C:50](OS(C(F)(F)F)(=O)=O)[CH2:51]2)=[O:46])([CH3:43])([CH3:42])[CH3:41]. The catalyst is COCCOC.O. The product is [C:40]([O:44][C:45]([N:47]1[CH:52]2[CH2:53][CH2:54][CH:48]1[CH:49]=[C:50]([C:8]1[CH:29]=[CH:28][C:11]3[C:12]4[N:16]([CH2:17][CH2:18][O:19][C:10]=3[CH:9]=1)[CH:15]=[C:14]([C:20]1[N:21]([CH:25]([CH3:27])[CH3:26])[N:22]=[CH:23][N:24]=1)[N:13]=4)[CH2:51]2)=[O:46])([CH3:43])([CH3:41])[CH3:42]. The yield is 0.630.